Task: Regression. Given a peptide amino acid sequence and an MHC pseudo amino acid sequence, predict their binding affinity value. This is MHC class I binding data.. Dataset: Peptide-MHC class I binding affinity with 185,985 pairs from IEDB/IMGT (1) The peptide sequence is CINGVMWTV. The MHC is HLA-A02:01 with pseudo-sequence HLA-A02:01. The binding affinity (normalized) is 0.784. (2) The peptide sequence is AVDLSHFLK. The MHC is HLA-A03:01 with pseudo-sequence HLA-A03:01. The binding affinity (normalized) is 0.798.